This data is from Reaction yield outcomes from USPTO patents with 853,638 reactions. The task is: Predict the reaction yield, written as a fraction of the theoretical maximum amount of product (1.0 means a 100% yield; for example, 0.34 means a 34% yield). The reactants are Cl.C([O:4][CH2:5][CH2:6][O:7][NH:8][C:9]([C:11]1[C:16]([NH:17][C:18]2[CH:23]=[CH:22][C:21]([Br:24])=[CH:20][C:19]=2[F:25])=[CH:15][C:14](=[O:26])[N:13]([CH3:27])[CH:12]=1)=[O:10])=C.CCO.[OH-].[Na+]. The catalyst is CCOC(C)=O.C1COCC1. The product is [OH:4][CH2:5][CH2:6][O:7][NH:8][C:9]([C:11]1[C:16]([NH:17][C:18]2[CH:23]=[CH:22][C:21]([Br:24])=[CH:20][C:19]=2[F:25])=[CH:15][C:14](=[O:26])[N:13]([CH3:27])[CH:12]=1)=[O:10]. The yield is 0.760.